From a dataset of Full USPTO retrosynthesis dataset with 1.9M reactions from patents (1976-2016). Predict the reactants needed to synthesize the given product. (1) The reactants are: CC1(C)C(C)(C)OB([C:9]2[CH:14]=[CH:13][N:12]=[C:11]([NH2:15])[CH:10]=2)O1.Br[C:18]1[O:19][CH:20]=[C:21]([C:23]([O:25][CH2:26][CH3:27])=[O:24])[N:22]=1.C(=O)([O-])[O-].[K+].[K+].COCCOC. Given the product [NH2:15][C:11]1[CH:10]=[C:9]([C:18]2[O:19][CH:20]=[C:21]([C:23]([O:25][CH2:26][CH3:27])=[O:24])[N:22]=2)[CH:14]=[CH:13][N:12]=1, predict the reactants needed to synthesize it. (2) Given the product [CH3:1][N:2]([CH3:37])[CH2:3][CH2:4][N:5]1[CH:9]=[C:8]([C:10]2[CH:36]=[CH:35][C:13]3[N:14]([C:17]4[CH:18]=[C:19]([NH2:31])[CH:20]=[C:21]([C:23]5[CH:28]=[CH:27][C:26]([F:29])=[CH:25][C:24]=5[F:30])[CH:22]=4)[CH:15]=[N:16][C:12]=3[CH:11]=2)[N:7]=[N:6]1, predict the reactants needed to synthesize it. The reactants are: [CH3:1][N:2]([CH3:37])[CH2:3][CH2:4][N:5]1[CH:9]=[C:8]([C:10]2[CH:36]=[CH:35][C:13]3[N:14]([C:17]4[CH:18]=[C:19]([NH:31]C(=O)C)[CH:20]=[C:21]([C:23]5[CH:28]=[CH:27][C:26]([F:29])=[CH:25][C:24]=5[F:30])[CH:22]=4)[CH:15]=[N:16][C:12]=3[CH:11]=2)[N:7]=[N:6]1.[OH-].[Na+]. (3) Given the product [C:32]([C@@H:31]1[CH2:30][CH2:29][CH2:28][N:19]1[C:12]([O:14][C:15]([CH3:18])([CH3:17])[CH3:16])=[O:13])#[N:27], predict the reactants needed to synthesize it. The reactants are: C(Cl)(=O)C(Cl)=O.CN(C=O)C.[C:12]([NH:19]C(=O)[C@@H]1CCCN1)([O:14][C:15]([CH3:18])([CH3:17])[CH3:16])=[O:13].[N:27]1[CH:32]=[CH:31][CH:30]=[CH:29][CH:28]=1. (4) Given the product [C:1]([CH:3]1[CH2:6][N:5]([C:7](=[O:31])[C@H:8]([NH:10][C:11]([C:13]2[C:21]3[C:16](=[N:17][CH:18]=[C:19]([C:41]4[N:40]=[CH:39][N:37]5[CH:38]=[C:33]([CH3:32])[CH:34]=[CH:35][C:36]=45)[N:20]=3)[N:15]([CH2:23][O:24][CH2:25][CH2:26][Si:27]([CH3:30])([CH3:29])[CH3:28])[CH:14]=2)=[O:12])[CH3:9])[CH2:4]1)#[N:2], predict the reactants needed to synthesize it. The reactants are: [C:1]([CH:3]1[CH2:6][N:5]([C:7](=[O:31])[C@H:8]([NH:10][C:11]([C:13]2[C:21]3[C:16](=[N:17][CH:18]=[C:19](Br)[N:20]=3)[N:15]([CH2:23][O:24][CH2:25][CH2:26][Si:27]([CH3:30])([CH3:29])[CH3:28])[CH:14]=2)=[O:12])[CH3:9])[CH2:4]1)#[N:2].[CH3:32][C:33]1[CH:34]=[CH:35][C:36]2[N:37]([CH:39]=[N:40][C:41]=2[Sn](CCCC)(CCCC)CCCC)[CH:38]=1. (5) Given the product [CH3:12][O:13][C:2]1[CH:3]=[CH:4][C:5]([N+:9]([O-:11])=[O:10])=[C:6]([CH:8]=1)[NH2:7], predict the reactants needed to synthesize it. The reactants are: Cl[C:2]1[CH:3]=[CH:4][C:5]([N+:9]([O-:11])=[O:10])=[C:6]([CH:8]=1)[NH2:7].[CH3:12][O-:13].[Na+]. (6) Given the product [CH3:1][C:2]1[O:6][N:5]=[C:4]([NH:7][C:15](=[O:16])[CH:14]([C:8]2[CH:13]=[CH:12][CH:11]=[CH:10][CH:9]=2)[C:18]2[CH:23]=[CH:22][CH:21]=[CH:20][CH:19]=2)[N:3]=1, predict the reactants needed to synthesize it. The reactants are: [CH3:1][C:2]1[O:6][N:5]=[C:4]([NH2:7])[N:3]=1.[C:8]1([CH:14]([C:18]2[CH:23]=[CH:22][CH:21]=[CH:20][CH:19]=2)[C:15](Cl)=[O:16])[CH:13]=[CH:12][CH:11]=[CH:10][CH:9]=1.